From a dataset of Human Reference Interactome with 51,813 positive PPI pairs across 8,248 proteins, plus equal number of experimentally-validated negative pairs. Binary Classification. Given two protein amino acid sequences, predict whether they physically interact or not. (1) Protein 2 (ENSG00000186190) has sequence MQPVMLALWSLLLLWGLATPCQELLETVGTLARIDKDELGKAIQNSLVGEPILQNVLGSVTAVNRGLLGSGGLLGGGGLLGHGGVFGVVEELSGLKIEELTLPKVLLKLLPGFGVQLSLHTKVGMHCSGPLGGLLQLAAEVNVTSRVALAVSSRGTPILILKRCSTLLGHISLFSGLLPTPLFGVVEQMLFKVLPGLLCPVVDSVLGVVNELLGAVLGLVSLGALGSVEFSLATLPLISNQYIELDINPIVKSVAGDIIDFPKSRAPAKVPPKKDHTSQVMVPLYLFNTTFGLLQTNGAL.... Result: 0 (the proteins do not interact). Protein 1 (ENSG00000166171) has sequence MAVTGWLESLRTAQKTALLQDGRRKVHYLFPDGKEMAEEYDEKTSELLVRKWRVKSALGAMGQWQLEVGDPAPLGAGNLGPELIKESNANPIFMRKDTKMSFQWRIRNLPYPKDVYSVSVDQKERCIIVRTTNKKRTGWRLLWTPLAMRCAGVHGTPSEIDTSYLWMTPC*MAVTGWLESLRTAQKTALLQDGRRKVHYLFPDGKEMAEEYDEKTSELLVRKWRVKSALGAMGQWQLEVGDPAPLGAGNLGPELIKESNANPIFMRKDTKMSFQWRIRNLPYPKDVYSVSVDQKERCIIV.... (2) Protein 1 (ENSG00000100226) has sequence MATERSRSAMDSPVPASMFAPEPSSPGAARAAAAAARLHGGFDSDCSEDGEALNGEPELDLTSKLVLVSPTSEQYDSLLRQMWERMDEGCGETIYVIGQGSDGTEYGLSEADMEASYATVKSMAEQIEADVILLRERQEAGGRVRDYLVRKRVGDNDFLEVRVAVVGNVDAGKSTLLGVLTHGELDNGRGFARQKLFRHKHEIESGRTSSVGNDILGFDSEGNVVNKPDSHGGSLEWTKICEKSTKVITFIDLAGHEKYLKTTVFGMTGHLPDFCMLMVGSNAGIVGMTKEHLGLALALN.... Protein 2 (ENSG00000066651) has sequence MALSCTLNRYLLLMAQEHLEFRLPEIKSLLLLFGGQFASSQETYGKSPFWILSIPSEDIARNLMKRTVCAKSIFELWGHGQSPEELYSSLKNYPVEKMVPFLHSDSTYKIKIHTFNKTLTQEEKIKRIDALEFLPFEGKVNLKKPQHVFSVLEDYGLDPNCIPENPHNIYFGRWIADGQRELIESYSVKKRHFIGNTSMDAGLSFIMANHGKVKENDIVFDPFVGTGGLLIACAHFGAYVYGTDIDYNTVHGLGKATRKNQKWRGPDENIRANLRQYGLEKYYLDVLVSDASKPSWRKGT.... Result: 0 (the proteins do not interact).